Dataset: Reaction yield outcomes from USPTO patents with 853,638 reactions. Task: Predict the reaction yield, written as a fraction of the theoretical maximum amount of product (1.0 means a 100% yield; for example, 0.34 means a 34% yield). (1) The reactants are [F:1][CH:2]([F:40])[C:3]1[N:7]([C:8]2[N:13]=[C:12]([N:14]3[CH2:19][CH2:18][O:17][CH2:16][CH2:15]3)[N:11]=[C:10]([C:20]3[CH:25]=[CH:24][C:23]([NH:26]C(=O)OC(C)(C)C)=[CH:22][CH:21]=3)[N:9]=2)[C:6]2[CH:34]=[CH:35][CH:36]=[C:37]([O:38][CH3:39])[C:5]=2[N:4]=1.C(O)(C(F)(F)F)=O.N. The catalyst is C(Cl)Cl. The product is [F:40][CH:2]([F:1])[C:3]1[N:7]([C:8]2[N:13]=[C:12]([N:14]3[CH2:19][CH2:18][O:17][CH2:16][CH2:15]3)[N:11]=[C:10]([C:20]3[CH:21]=[CH:22][C:23]([NH2:26])=[CH:24][CH:25]=3)[N:9]=2)[C:6]2[CH:34]=[CH:35][CH:36]=[C:37]([O:38][CH3:39])[C:5]=2[N:4]=1. The yield is 0.880. (2) The reactants are C(OC([N:11]1[CH2:16][CH2:15][C@@:14]([CH2:18][C:19]2[CH:24]=[CH:23][CH:22]=[CH:21][CH:20]=2)([OH:17])[C@H:13]([OH:25])[CH2:12]1)=O)C1C=CC=CC=1. The catalyst is CCO.[Pd]. The product is [CH2:18]([C@@:14]1([OH:17])[CH2:15][CH2:16][NH:11][CH2:12][C@H:13]1[OH:25])[C:19]1[CH:20]=[CH:21][CH:22]=[CH:23][CH:24]=1. The yield is 1.00. (3) The reactants are [F:1][C:2]([F:26])([F:25])[C:3]1[CH:4]=[C:5]([CH:22]=[CH:23][CH:24]=1)[O:6][CH2:7][C@H:8]([OH:21])/[CH:9]=[CH:10]/[C@@H:11]1[C@@H:18]2[C@@H:14]([O:15][C:16](=[O:19])[CH2:17]2)[CH2:13][C@H:12]1[OH:20].[O:27]1[CH:32]=[CH:31][CH2:30][CH2:29][CH2:28]1.[C:33](=[O:36])(O)[O-].[Na+]. The catalyst is C1COCC1.O.C1(C)C=CC(S(O)(=O)=O)=CC=1. The product is [O:27]1[CH2:28][CH2:29][CH2:30][CH2:31][CH:32]1[O:20][C@@H:12]1[CH2:13][C@@H:14]2[O:15][C:16](=[O:19])[CH2:17][C@@H:18]2[C@H:11]1/[CH:10]=[CH:9]/[C@@H:8]([O:21][CH:23]1[CH2:24][CH2:3][CH2:2][CH2:33][O:36]1)[CH2:7][O:6][C:5]1[CH:22]=[CH:23][CH:24]=[C:3]([C:2]([F:25])([F:1])[F:26])[CH:4]=1. The yield is 0.875. (4) The catalyst is CC(N(C)C)=O. The reactants are [C:1]([O:9]CC)(=O)[CH2:2][C:3]([O:5][CH2:6][CH3:7])=[O:4].[H-].[Na+].[H][H].[CH2:16]([N:23]1[C:28]2[CH:29]=[CH:30][C:31]([Cl:33])=[CH:32][C:27]=2[C:26](=O)[O:25]C1=O)[C:17]1[CH:22]=[CH:21][CH:20]=[CH:19][CH:18]=1.Cl. The yield is 0.860. The product is [CH2:6]([O:5][C:3]([C:2]1[C:1](=[O:9])[N:23]([CH2:16][C:17]2[CH:18]=[CH:19][CH:20]=[CH:21][CH:22]=2)[C:28]2[C:27]([C:26]=1[OH:25])=[CH:32][C:31]([Cl:33])=[CH:30][CH:29]=2)=[O:4])[CH3:7]. (5) The yield is 0.110. The product is [CH3:22][O:23][C:24]1[CH:30]=[CH:29][CH:28]=[CH:27][C:25]=1[NH:26][S:2]([C:5]1[CH:14]=[CH:13][C:12]2[NH:11][C:10](=[O:15])[C:9]3[NH:16][CH:17]=[CH:18][C:8]=3[C:7]=2[CH:6]=1)(=[O:3])=[O:4].[CH2:18]([C:19]([O-:21])=[O:20])[CH3:17]. The reactants are Cl[S:2]([C:5]1[CH:14]=[CH:13][C:12]2[NH:11][C:10](=[O:15])[C:9]3[NH:16][CH:17]=[C:18]([C:19]([OH:21])=[O:20])[C:8]=3[C:7]=2[CH:6]=1)(=[O:4])=[O:3].[CH3:22][O:23][C:24]1[CH:30]=[CH:29][CH:28]=[CH:27][C:25]=1[NH2:26]. No catalyst specified.